Dataset: Full USPTO retrosynthesis dataset with 1.9M reactions from patents (1976-2016). Task: Predict the reactants needed to synthesize the given product. (1) Given the product [Cl:1][C:2]1[CH:3]=[C:4]([CH:25]=[CH:26][CH:27]=1)[CH2:5][O:6][C:7]1[CH:16]=[C:15]2[C:10]([CH:11]=[C:12]([C:17]([CH3:24])([CH3:23])[C:18]([OH:20])=[O:19])[CH:13]=[N:14]2)=[CH:9][CH:8]=1, predict the reactants needed to synthesize it. The reactants are: [Cl:1][C:2]1[CH:3]=[C:4]([CH:25]=[CH:26][CH:27]=1)[CH2:5][O:6][C:7]1[CH:16]=[C:15]2[C:10]([CH:11]=[C:12]([C:17]([CH3:24])([CH3:23])[C:18]([O:20]CC)=[O:19])[CH:13]=[N:14]2)=[CH:9][CH:8]=1.[Li+].[OH-]. (2) Given the product [Cl:22][C:17]1[CH:16]=[C:15]([CH:20]=[CH:19][C:18]=1[O:21][CH2:31][C:30]#[CH:29])[CH2:14][C@H:10]1[O:11][CH2:12][CH2:13][NH:8][CH2:9]1, predict the reactants needed to synthesize it. The reactants are: C([N:8]1[CH2:13][CH2:12][O:11][C@H:10]([CH2:14][C:15]2[CH:20]=[CH:19][C:18]([OH:21])=[C:17]([Cl:22])[CH:16]=2)[CH2:9]1)(OC(C)(C)C)=O.C(=O)([O-])[O-].[K+].[K+].[CH2:29](Br)[C:30]#[CH:31].C1(S)C=CC=CC=1.C(=O)([O-])[O-].C(N(C(C)C)CC)(C)C. (3) The reactants are: [CH:1]1([C:4]([CH:6]2[CH2:8][CH2:7]2)=O)[CH2:3][CH2:2]1.[CH3:9][C:10]([S@:13]([NH2:15])=[O:14])([CH3:12])[CH3:11]. Given the product [CH:1]1([C:4]([CH:6]2[CH2:8][CH2:7]2)=[N:15][S@@:13]([C:10]([CH3:12])([CH3:11])[CH3:9])=[O:14])[CH2:3][CH2:2]1, predict the reactants needed to synthesize it. (4) Given the product [CH3:27][C:26]([C:25]1[CH:29]=[CH:31][C:8]([OH:9])=[CH:7][CH:6]=1)([C:13]1[CH:12]=[CH:11][C:10]([OH:16])=[CH:15][CH:14]=1)[CH3:28], predict the reactants needed to synthesize it. The reactants are: [CH2:6](O[CH2:6][CH:7]1[O:9][CH2:8]1)[CH:7]1[O:9][CH2:8]1.[C:10]1([OH:16])[CH:15]=[CH:14][CH:13]=[CH:12][CH:11]=1.CCCCOCCO.[CH2:25]([C:29]([CH3:31])=O)[CH:26]([CH3:28])[CH3:27]. (5) Given the product [Si:21]([O:20][CH:7]([C:4]1[O:5][CH:6]=[C:2]([CH3:28])[N:3]=1)[CH2:8][CH2:9][CH2:10][CH2:11][CH2:12][CH2:13][C:14]1[CH:19]=[CH:18][CH:17]=[CH:16][CH:15]=1)([C:24]([CH3:27])([CH3:26])[CH3:25])([CH3:23])[CH3:22], predict the reactants needed to synthesize it. The reactants are: Br[C:2]1[N:3]=[C:4]([CH:7]([O:20][Si:21]([C:24]([CH3:27])([CH3:26])[CH3:25])([CH3:23])[CH3:22])[CH2:8][CH2:9][CH2:10][CH2:11][CH2:12][CH2:13][C:14]2[CH:19]=[CH:18][CH:17]=[CH:16][CH:15]=2)[O:5][CH:6]=1.[CH3:28]I. (6) Given the product [C:1]([C:3]1[CH:19]=[CH:18][C:6]([O:7][C:8]2[CH:9]=[CH:10][C:11]3[B:15]([OH:16])[O:14][CH2:13][C:12]=3[CH:17]=2)=[CH:5][C:4]=1[O:20][C:21](=[O:23])[CH3:22])#[N:2], predict the reactants needed to synthesize it. The reactants are: [C:1]([C:3]1[CH:19]=[CH:18][C:6]([O:7][C:8]2[CH:9]=[CH:10][C:11]3[B:15]([OH:16])[O:14][CH2:13][C:12]=3[CH:17]=2)=[CH:5][C:4]=1[OH:20])#[N:2].[C:21](OC(=O)C)(=[O:23])[CH3:22].C(N(CC)CC)C.Cl. (7) Given the product [C:27]([O:31][C:32]([N:34]([C:35]1[C:44]([N+:45]([O-:47])=[O:46])=[CH:43][CH:42]=[CH:41][C:36]=1[C:37]([O:39][CH3:40])=[O:38])[CH2:25][C:22]1[CH:23]=[CH:24][C:19]([C:14]2[CH:15]=[CH:16][CH:17]=[CH:18][C:13]=2[C:12]2[N:8]([CH2:1][C:2]3[CH:7]=[CH:6][CH:5]=[CH:4][CH:3]=3)[N:9]=[N:10][N:11]=2)=[CH:20][CH:21]=1)=[O:33])([CH3:30])([CH3:28])[CH3:29], predict the reactants needed to synthesize it. The reactants are: [CH2:1]([N:8]1[C:12]([C:13]2[CH:18]=[CH:17][CH:16]=[CH:15][C:14]=2[C:19]2[CH:24]=[CH:23][C:22]([CH2:25]Br)=[CH:21][CH:20]=2)=[N:11][N:10]=[N:9]1)[C:2]1[CH:7]=[CH:6][CH:5]=[CH:4][CH:3]=1.[C:27]([O:31][C:32]([NH:34][C:35]1[C:44]([N+:45]([O-:47])=[O:46])=[CH:43][CH:42]=[CH:41][C:36]=1[C:37]([O:39][CH3:40])=[O:38])=[O:33])([CH3:30])([CH3:29])[CH3:28].C(=O)([O-])[O-].[K+].[K+].